This data is from Peptide-MHC class I binding affinity with 185,985 pairs from IEDB/IMGT. The task is: Regression. Given a peptide amino acid sequence and an MHC pseudo amino acid sequence, predict their binding affinity value. This is MHC class I binding data. (1) The peptide sequence is FVNYNFTLV. The MHC is HLA-B38:01 with pseudo-sequence HLA-B38:01. The binding affinity (normalized) is 0.0935. (2) The binding affinity (normalized) is 0.330. The MHC is HLA-A11:01 with pseudo-sequence HLA-A11:01. The peptide sequence is TNLYGFIIK. (3) The peptide sequence is TAILLRDLI. The MHC is H-2-Kb with pseudo-sequence H-2-Kb. The binding affinity (normalized) is 0.413.